This data is from Reaction yield outcomes from USPTO patents with 853,638 reactions. The task is: Predict the reaction yield, written as a fraction of the theoretical maximum amount of product (1.0 means a 100% yield; for example, 0.34 means a 34% yield). (1) The reactants are [N+:1]([C:4]1[CH:5]=[N:6][N:7]([CH2:9][CH:10]2[CH2:13][O:12][CH2:11]2)[CH:8]=1)([O-:3])=[O:2].[Li+].C[Si]([N-][Si](C)(C)C)(C)C.[Cl:24]C(Cl)(Cl)C(Cl)(Cl)Cl. The catalyst is C1COCC1. The product is [Cl:24][C:8]1[N:7]([CH2:9][CH:10]2[CH2:11][O:12][CH2:13]2)[N:6]=[CH:5][C:4]=1[N+:1]([O-:3])=[O:2]. The yield is 0.950. (2) The reactants are [CH2:1]([N:3]1[C:15]2[CH:14]=[CH:13][C:12]([NH:16][CH2:17][CH2:18][CH:19]([CH3:23])[CH2:20][CH2:21][OH:22])=[CH:11][C:10]=2[C:9]2[C:4]1=[CH:5][CH:6]=[CH:7][CH:8]=2)[CH3:2].CC(C)([O-:27])C.[K+].F[C:31]1[CH:32]=[C:33]([C:39]#[N:40])[C:34](=[CH:37][CH:38]=1)[C:35]#[N:36].C(OCC)(=O)C. The catalyst is CN(C=O)C. The product is [C:39]([C:33]1[CH:32]=[C:31]([CH:38]=[CH:37][C:34]=1[C:35]#[N:36])[O:22][CH2:21][CH2:20][CH:19]([CH3:23])[CH2:18][C:17]([NH:16][C:12]1[CH:13]=[CH:14][C:15]2[N:3]([CH2:1][CH3:2])[C:4]3[C:9]([C:10]=2[CH:11]=1)=[CH:8][CH:7]=[CH:6][CH:5]=3)=[O:27])#[N:40]. The yield is 0.510. (3) The reactants are [CH2:1]([N:3]([C:12]1[CH:13]=[CH:14][C:15]([CH3:28])=[C:16]2[C:20]=1[NH:19][C:18]([C:21]1[S:22][C:23]([CH2:26]O)=[CH:24][N:25]=1)=[CH:17]2)[S:4]([C:7]1[S:8][CH:9]=[CH:10][CH:11]=1)(=[O:6])=[O:5])[CH3:2].S(Cl)([Cl:31])=O. The catalyst is O1CCCC1.CN(C)C=O.C(OCC)(=O)C. The product is [CH2:1]([N:3]([C:12]1[CH:13]=[CH:14][C:15]([CH3:28])=[C:16]2[C:20]=1[NH:19][C:18]([C:21]1[S:22][C:23]([CH2:26][Cl:31])=[CH:24][N:25]=1)=[CH:17]2)[S:4]([C:7]1[S:8][CH:9]=[CH:10][CH:11]=1)(=[O:6])=[O:5])[CH3:2]. The yield is 0.930. (4) The catalyst is C(Cl)(Cl)Cl.CCOCC. The reactants are [C:1](N1C=CN=C1)([N:3]1C=CN=[CH:4]1)=[O:2].[NH2:13][CH2:14][C:15]1[N:20]=[C:19]([C:21]#[C:22][C:23]2[C:24]([NH:29][C:30]3[CH:35]=[CH:34][C:33]([O:36][CH2:37][C:38]4[CH:43]=[CH:42][CH:41]=[C:40]([F:44])[CH:39]=4)=[C:32]([Cl:45])[CH:31]=3)=[N:25][CH:26]=[N:27][CH:28]=2)[CH:18]=[CH:17][CH:16]=1.C(O)(C(F)(F)F)=O.CCN(C(C)C)C(C)C.CN. The product is [Cl:45][C:32]1[CH:31]=[C:30]([CH:35]=[CH:34][C:33]=1[O:36][CH2:37][C:38]1[CH:43]=[CH:42][CH:41]=[C:40]([F:44])[CH:39]=1)[NH:29][C:24]1[C:23]([C:22]#[C:21][C:19]2[N:20]=[C:15]([CH2:14][NH:13][C:1]([NH:3][CH3:4])=[O:2])[CH:16]=[CH:17][CH:18]=2)=[CH:28][N:27]=[CH:26][N:25]=1. The yield is 0.920. (5) The reactants are [CH2:1]([C:3]1[CH:29]=[CH:28][CH:27]=[CH:26][C:4]=1[O:5][C:6]1[CH:11]=[CH:10][CH:9]=[CH:8][C:7]=1[C@:12]([C@@H:20]1[CH2:25][CH2:24][CH2:23][NH:22][CH2:21]1)([OH:19])[CH2:13][CH2:14][CH2:15][CH2:16][O:17][CH3:18])[CH3:2].[N+](C1C=CC([O:37][C:38]([NH:40][C@H:41]([CH2:48][N:49]([CH3:59])[C:50]([O:52][CH2:53][CH2:54][Si:55]([CH3:58])([CH3:57])[CH3:56])=[O:51])[CH2:42][O:43][Si](C)(C)C)=O)=CC=1)([O-])=O.CCN(C(C)C)C(C)C. The catalyst is C(Cl)Cl. The product is [CH2:1]([C:3]1[CH:29]=[CH:28][CH:27]=[CH:26][C:4]=1[O:5][C:6]1[CH:11]=[CH:10][CH:9]=[CH:8][C:7]=1[C@:12]([C@@H:20]1[CH2:25][CH2:24][CH2:23][N:22]([C:38]([NH:40][C@H:41]([CH2:48][N:49]([CH3:59])[C:50]([O:52][CH2:53][CH2:54][Si:55]([CH3:58])([CH3:57])[CH3:56])=[O:51])[CH2:42][OH:43])=[O:37])[CH2:21]1)([OH:19])[CH2:13][CH2:14][CH2:15][CH2:16][O:17][CH3:18])[CH3:2]. The yield is 0.300. (6) The reactants are C[N:2](C)[CH:3]=[CH:4][C:5]([C:7]1[C:12](=[O:13])[CH:11]=[CH:10][N:9]([C:14]2[CH:19]=[CH:18][CH:17]=[C:16]([OH:20])[CH:15]=2)[N:8]=1)=O.[C:22]1([NH:28]N)[CH:27]=[CH:26][CH:25]=[CH:24][CH:23]=1. The catalyst is CO. The product is [OH:20][C:16]1[CH:15]=[C:14]([N:9]2[CH:10]=[CH:11][C:12](=[O:13])[C:7]([C:5]3[N:28]([C:22]4[CH:27]=[CH:26][CH:25]=[CH:24][CH:23]=4)[N:2]=[CH:3][CH:4]=3)=[N:8]2)[CH:19]=[CH:18][CH:17]=1. The yield is 0.650. (7) The yield is 0.810. The product is [O:15]=[S:14]1(=[O:16])[C:3]2[CH:4]=[C:5]([NH:8][S:9]([CH3:12])(=[O:11])=[O:10])[CH:6]=[CH:7][C:2]=2[NH:1][C:18](=[O:19])[NH:17]1. The reactants are [NH2:1][C:2]1[CH:7]=[CH:6][C:5]([NH:8][S:9]([CH3:12])(=[O:11])=[O:10])=[CH:4][CH:3]=1.Cl[S:14]([N:17]=[C:18]=[O:19])(=[O:16])=[O:15].[Cl-].[Al+3].[Cl-].[Cl-].O. The catalyst is [N+](CC)([O-])=O. (8) The reactants are C([O:14][C:15]([C:17]1([O:20]/[N:21]=[C:22](/[C:62]2[N:63]=[C:64]([NH:67]C(OC(C)(C)C)=O)[S:65][CH:66]=2)\[C:23]([NH:25][C@@H:26]2[C:29](=[O:30])[N:28]([S:31]([OH:34])(=[O:33])=[O:32])[C@@H:27]2[CH2:35][N:36]2[N:40]=[C:39]([C@@H:41]([N:43](C(OC(C)(C)C)=O)[CH2:44][CH2:45][CH2:46][NH:47]C(OC(C)(C)C)=O)[CH3:42])[CH:38]=[N:37]2)=[O:24])[CH2:19][CH2:18]1)=[O:16])(C1C=CC=CC=1)C1C=CC=CC=1.C1(OC)C=CC=CC=1.C(O)(C(F)(F)F)=O. The catalyst is C(Cl)Cl. The product is [NH2:47][CH2:46][CH2:45][CH2:44][NH:43][C@H:41]([C:39]1[CH:38]=[N:37][N:36]([CH2:35][C@@H:27]2[C@H:26]([NH:25][C:23](=[O:24])/[C:22](=[N:21]\[O:20][C:17]3([C:15]([OH:16])=[O:14])[CH2:19][CH2:18]3)/[C:62]3[N:63]=[C:64]([NH2:67])[S:65][CH:66]=3)[C:29](=[O:30])[N:28]2[S:31]([OH:34])(=[O:32])=[O:33])[N:40]=1)[CH3:42]. The yield is 0.250. (9) The reactants are Br[C:2]1[CH:3]=[C:4]([O:8][CH3:9])[CH:5]=[N:6][CH:7]=1.[CH3:10][CH:11]([OH:15])[CH2:12][CH:13]=[CH2:14].C(N(CC)CC)C.C(#N)C. The catalyst is O.C([O-])(=O)C.[Pd+2].C([O-])(=O)C.C1(C)C=CC=CC=1P(C1C=CC=CC=1C)C1C=CC=CC=1C. The product is [CH3:9][O:8][C:4]1[CH:3]=[C:2](/[CH:14]=[CH:13]/[CH2:12][CH:11]([OH:15])[CH3:10])[CH:7]=[N:6][CH:5]=1. The yield is 0.703.